From a dataset of Experimentally validated miRNA-target interactions with 360,000+ pairs, plus equal number of negative samples. Binary Classification. Given a miRNA mature sequence and a target amino acid sequence, predict their likelihood of interaction. (1) The miRNA is hsa-miR-6849-5p with sequence GAGUGGAUAGGGGAGUGUGUGGA. The protein sequence of the target gene is MQLTRCCFVFLVQGSLYLVICGQDDGPPGSEDPERDDHEGQPRPRVPRKRGHISPKSRPMANSTLLGLLAPPGEAWGILGQPPNRPNHSPPPSAKVKKIFGWGDFYSNIKTVALNLLVTGKIVDHGNGTFSVHFQHNATGQGNISISLVPPSKAVEFHQEQQIFIEAKASKIFNCRMEWEKVERGRRTSLCTHDPAKICSRDHAQSSATWSCSQPFKVVCVYIAFYSTDYRLVQKVCPDYNYHSDTPYYPSG. Result: 1 (interaction). (2) The miRNA is hsa-miR-4441 with sequence ACAGGGAGGAGAUUGUA. The protein sequence of the target gene is MTLVTAGGAWTGPGCWHEVKDEESSSEQSISIAVSHVNTSKAGLPAQTALPCDICGPILKDILHLDEHQGTHHGLKLHTCGACGRQFWFSANLHQYQKCYSIEQPLRRDKSEASIVKNCTVSKEPHPSEKPFTCKEEQKNFQATLGGCQQKAIHSKRKTHRSTESGDAFHGEQMHYKCSECGKAFSRKDTLVQHQRIHSGEKPYECSECGKAFSRKATLVQHQRIHTGERPYECSECGKTFSRKDNLTQHKRIHTGEMPYKCNECGKYFSHHSNLIVHQRVHNGARPYKCSDCGKVFRHK.... Result: 1 (interaction). (3) Result: 1 (interaction). The protein sequence of the target gene is MRQVCCSALPPPPLEKGRCSSYSDSSSSSSERSSSSSSSSSESGSSSRSSSNNSSISRPAAPPEPRPQQQPQPRSPAARRAAARSRAAAAGGMRRDPAPGFSMLLFGVSLACYSPSLKSVQDQAYKAPVVVEGKVQGLVPAGGSSSNSTREPPASGRVALVKVLDKWPLRSGGLQREQVISVGSCVPLERNQRYIFFLEPTEQPLVFKTAFAPLDTNGKNLKKEVGKILCTDCATRPKLKKMKSQTGQVGEKQSLKCEAAAGNPQPSYRWFKDGKELNRSRDIRIKYGNGRKNSRLQFNK.... The miRNA is hsa-miR-2861 with sequence GGGGCCUGGCGGUGGGCGG.